Dataset: NCI-60 drug combinations with 297,098 pairs across 59 cell lines. Task: Regression. Given two drug SMILES strings and cell line genomic features, predict the synergy score measuring deviation from expected non-interaction effect. (1) Drug 1: COC1=CC(=CC(=C1O)OC)C2C3C(COC3=O)C(C4=CC5=C(C=C24)OCO5)OC6C(C(C7C(O6)COC(O7)C8=CC=CS8)O)O. Drug 2: CC1=C(C(=CC=C1)Cl)NC(=O)C2=CN=C(S2)NC3=CC(=NC(=N3)C)N4CCN(CC4)CCO. Cell line: RPMI-8226. Synergy scores: CSS=58.6, Synergy_ZIP=1.64, Synergy_Bliss=0.987, Synergy_Loewe=1.55, Synergy_HSA=3.49. (2) Drug 1: CC1C(C(CC(O1)OC2CC(CC3=C2C(=C4C(=C3O)C(=O)C5=C(C4=O)C(=CC=C5)OC)O)(C(=O)CO)O)N)O.Cl. Drug 2: C1=NNC2=C1C(=O)NC=N2. Cell line: RXF 393. Synergy scores: CSS=1.51, Synergy_ZIP=0.307, Synergy_Bliss=-0.818, Synergy_Loewe=1.16, Synergy_HSA=-1.90. (3) Drug 1: CC1=C(C(=O)C2=C(C1=O)N3CC4C(C3(C2COC(=O)N)OC)N4)N. Drug 2: C1CNP(=O)(OC1)N(CCCl)CCCl. Cell line: SF-539. Synergy scores: CSS=27.7, Synergy_ZIP=-0.955, Synergy_Bliss=-2.64, Synergy_Loewe=-27.6, Synergy_HSA=-2.36. (4) Drug 1: CN(C)C1=NC(=NC(=N1)N(C)C)N(C)C. Drug 2: C(CC(=O)O)C(=O)CN.Cl. Cell line: DU-145. Synergy scores: CSS=-3.10, Synergy_ZIP=-2.55, Synergy_Bliss=-5.69, Synergy_Loewe=-16.2, Synergy_HSA=-9.29. (5) Drug 2: C1CCN(CC1)CCOC2=CC=C(C=C2)C(=O)C3=C(SC4=C3C=CC(=C4)O)C5=CC=C(C=C5)O. Drug 1: CC(C1=C(C=CC(=C1Cl)F)Cl)OC2=C(N=CC(=C2)C3=CN(N=C3)C4CCNCC4)N. Cell line: ACHN. Synergy scores: CSS=13.5, Synergy_ZIP=0.603, Synergy_Bliss=7.92, Synergy_Loewe=3.09, Synergy_HSA=6.37. (6) Drug 1: CC1=CC2C(CCC3(C2CCC3(C(=O)C)OC(=O)C)C)C4(C1=CC(=O)CC4)C. Drug 2: CCC1=C2CN3C(=CC4=C(C3=O)COC(=O)C4(CC)O)C2=NC5=C1C=C(C=C5)O. Cell line: K-562. Synergy scores: CSS=27.7, Synergy_ZIP=0.385, Synergy_Bliss=-1.73, Synergy_Loewe=-16.6, Synergy_HSA=-2.39. (7) Drug 1: C1=NC(=NC(=O)N1C2C(C(C(O2)CO)O)O)N. Drug 2: C1C(C(OC1N2C=NC3=C2NC=NCC3O)CO)O. Cell line: A549. Synergy scores: CSS=34.9, Synergy_ZIP=1.49, Synergy_Bliss=4.81, Synergy_Loewe=4.83, Synergy_HSA=5.65. (8) Drug 2: C(=O)(N)NO. Synergy scores: CSS=17.8, Synergy_ZIP=-3.33, Synergy_Bliss=0.645, Synergy_Loewe=-9.67, Synergy_HSA=-0.177. Drug 1: C1=NC(=NC(=O)N1C2C(C(C(O2)CO)O)O)N. Cell line: IGROV1.